Dataset: Reaction yield outcomes from USPTO patents with 853,638 reactions. Task: Predict the reaction yield, written as a fraction of the theoretical maximum amount of product (1.0 means a 100% yield; for example, 0.34 means a 34% yield). (1) The reactants are [CH3:1][C:2]1([C:12]#[N:13])[CH2:11][CH2:10][C:5]2(OCC[O:6]2)[CH2:4][CH2:3]1.[OH-].[Na+]. The catalyst is C1COCC1.Cl. The product is [CH3:1][C:2]1([C:12]#[N:13])[CH2:11][CH2:10][C:5](=[O:6])[CH2:4][CH2:3]1. The yield is 0.730. (2) The reactants are [Br:1][C:2]1[CH:3]=[C:4]2[C:9](=[CH:10][C:11]=1[O:12][CH3:13])[N:8]=[C:7]([C:14]1[CH:19]=[CH:18][CH:17]=[C:16]([C:20]([F:23])([F:22])[F:21])[CH:15]=1)[C:6]([CH3:24])=[C:5]2[C:25]([OH:27])=[O:26].[CH3:28]S(C)=O.C(=O)([O-])[O-].[Cs+].[Cs+].CI. The catalyst is O. The product is [Br:1][C:2]1[CH:3]=[C:4]2[C:9](=[CH:10][C:11]=1[O:12][CH3:13])[N:8]=[C:7]([C:14]1[CH:19]=[CH:18][CH:17]=[C:16]([C:20]([F:23])([F:21])[F:22])[CH:15]=1)[C:6]([CH3:24])=[C:5]2[C:25]([O:27][CH3:28])=[O:26]. The yield is 0.850.